From a dataset of Ames mutagenicity test results for genotoxicity prediction. Regression/Classification. Given a drug SMILES string, predict its toxicity properties. Task type varies by dataset: regression for continuous values (e.g., LD50, hERG inhibition percentage) or binary classification for toxic/non-toxic outcomes (e.g., AMES mutagenicity, cardiotoxicity, hepatotoxicity). Dataset: ames. (1) The compound is CCCCCCOC(=O)c1ccccc1C(=O)OCCCCCC. The result is 0 (non-mutagenic). (2) The result is 1 (mutagenic). The drug is Clc1nncc2cccnc12. (3) The molecule is Cc1ccc(S(=O)(=O)OC(C)C)cc1. The result is 1 (mutagenic). (4) The drug is Clc1ccc2c(c1)Oc1ccc(Cl)cc1O2. The result is 0 (non-mutagenic). (5) The molecule is Cc1c([N+](=O)[O-])c(C)c([N+](=O)[O-])c(C(C)(C)C)c1[N+](=O)[O-]. The result is 0 (non-mutagenic). (6) The molecule is C[C@]12CC[C@H]3[C@@H](CC=C4NC(=O)CC[C@@]43C)[C@@H]1CC[C@@H]2OC(=O)CCCc1ccc(N(CCCl)CCCl)cc1. The result is 1 (mutagenic). (7) The molecule is CC(C)Oc1ccc2c(=O)c(-c3ccccc3)coc2c1. The result is 0 (non-mutagenic). (8) The drug is CN(C)CCNC(=O)c1cccc2[nH]c(-c3ccccc3)nc12. The result is 1 (mutagenic). (9) The drug is c1ccc2scnc2c1. The result is 0 (non-mutagenic). (10) The molecule is CN(C)CCN(Cc1ccccc1)c1ccccn1. The result is 0 (non-mutagenic).